Dataset: Reaction yield outcomes from USPTO patents with 853,638 reactions. Task: Predict the reaction yield, written as a fraction of the theoretical maximum amount of product (1.0 means a 100% yield; for example, 0.34 means a 34% yield). The reactants are CN(C(ON1N=NC2C=CC=NC1=2)=[N+](C)C)C.F[P-](F)(F)(F)(F)F.[I:25][C:26]1[NH:30][C:29]([C@@H:31]2[CH2:36][C@@H:35]3[C@@H:33]([CH2:34]3)[NH:32]2)=[N:28][CH:27]=1.[CH3:37][O:38][C:39]([NH:41][C@@H:42]([CH:46]([CH3:48])[CH3:47])[C:43](O)=[O:44])=[O:40].CCN(C(C)C)C(C)C. The catalyst is CN(C=O)C.CO.O. The product is [I:25][C:26]1[NH:30][C:29]([C@@H:31]2[CH2:36][C@@H:35]3[C@@H:33]([CH2:34]3)[N:32]2[C:43](=[O:44])[C@@H:42]([NH:41][C:39](=[O:40])[O:38][CH3:37])[CH:46]([CH3:48])[CH3:47])=[N:28][CH:27]=1. The yield is 0.910.